Dataset: Catalyst prediction with 721,799 reactions and 888 catalyst types from USPTO. Task: Predict which catalyst facilitates the given reaction. Reactant: [C:1]1([CH2:7][C:8]#[N:9])[CH2:6][CH2:5][CH2:4][CH2:3][CH:2]=1.Br[CH2:11][CH2:12][CH2:13][CH2:14]Br.[H-].[Na+]. Product: [C:1]1([C:7]2([C:8]#[N:9])[CH2:14][CH2:13][CH2:12][CH2:11]2)[CH2:6][CH2:5][CH2:4][CH2:3][CH:2]=1. The catalyst class is: 3.